This data is from Reaction yield outcomes from USPTO patents with 853,638 reactions. The task is: Predict the reaction yield, written as a fraction of the theoretical maximum amount of product (1.0 means a 100% yield; for example, 0.34 means a 34% yield). (1) The yield is 0.380. The catalyst is Cl.O1CCOCC1. The product is [OH:1][CH2:2][C:3]1([CH3:30])[S:9][CH2:8][CH2:7][N:6]2[C:10]([C:13]3([C:16]4[CH:21]=[CH:20][C:19]([C:22]5[CH:29]=[CH:28][C:25]([C:26]([NH2:27])=[O:34])=[CH:24][N:23]=5)=[CH:18][CH:17]=4)[CH2:15][CH2:14]3)=[N:11][N:12]=[C:5]2[CH2:4]1. The reactants are [OH:1][CH2:2][C:3]1([CH3:30])[S:9][CH2:8][CH2:7][N:6]2[C:10]([C:13]3([C:16]4[CH:21]=[CH:20][C:19]([C:22]5[CH:29]=[CH:28][C:25]([C:26]#[N:27])=[CH:24][N:23]=5)=[CH:18][CH:17]=4)[CH2:15][CH2:14]3)=[N:11][N:12]=[C:5]2[CH2:4]1.CO.C(=O)([O-])[OH:34].[Na+]. (2) The reactants are C(N(S(F)(F)[F:7])CC)C.[CH3:10][N:11]([CH3:31])[C:12]1[CH:17]=[CH:16][C:15]([C:18]2[N:19]=[C:20]3[CH:25]=[C:24]([CH3:26])[C:23]([CH2:27][CH2:28]O)=[CH:22][N:21]3[CH:30]=2)=[CH:14][CH:13]=1. The catalyst is C(Cl)Cl. The product is [CH3:10][N:11]([CH3:31])[C:12]1[CH:17]=[CH:16][C:15]([C:18]2[N:19]=[C:20]3[CH:25]=[C:24]([CH3:26])[C:23]([CH2:27][CH2:28][F:7])=[CH:22][N:21]3[CH:30]=2)=[CH:14][CH:13]=1. The yield is 0.310.